This data is from Full USPTO retrosynthesis dataset with 1.9M reactions from patents (1976-2016). The task is: Predict the reactants needed to synthesize the given product. Given the product [CH:12]1([C:18]([C:20]2[C:21]3[CH:28]=[CH:27][N:26]([CH2:4][O:5][CH2:6][CH2:7][Si:8]([CH3:11])([CH3:10])[CH3:9])[C:22]=3[N:23]=[CH:24][N:25]=2)=[O:19])[CH2:13][CH2:14][CH2:15][CH2:16][CH2:17]1, predict the reactants needed to synthesize it. The reactants are: [H-].[Na+].Cl[CH2:4][O:5][CH2:6][CH2:7][Si:8]([CH3:11])([CH3:10])[CH3:9].[CH:12]1([C:18]([C:20]2[C:21]3[CH:28]=[CH:27][NH:26][C:22]=3[N:23]=[CH:24][N:25]=2)=[O:19])[CH2:17][CH2:16][CH2:15][CH2:14][CH2:13]1.C[SiH](C)C.